Predict the product of the given reaction. From a dataset of Forward reaction prediction with 1.9M reactions from USPTO patents (1976-2016). (1) Given the reactants [F:1][C:2]1[CH:25]=[CH:24][C:5]([CH2:6][O:7][C:8]2[CH:13]=[CH:12][C:11]([C:14]3([CH2:18][C:19]([O:21]CC)=[O:20])[CH2:17][O:16][CH2:15]3)=[CH:10][CH:9]=2)=[CH:4][C:3]=1[O:26][C:27]([F:30])([F:29])[F:28].O.[OH-].[Li+], predict the reaction product. The product is: [F:1][C:2]1[CH:25]=[CH:24][C:5]([CH2:6][O:7][C:8]2[CH:13]=[CH:12][C:11]([C:14]3([CH2:18][C:19]([OH:21])=[O:20])[CH2:15][O:16][CH2:17]3)=[CH:10][CH:9]=2)=[CH:4][C:3]=1[O:26][C:27]([F:28])([F:29])[F:30]. (2) Given the reactants [F:1][C:2]([F:15])([F:14])[S:3](O[S:3]([C:2]([F:15])([F:14])[F:1])(=[O:5])=[O:4])(=[O:5])=[O:4].CC[N:18]([CH:22]([CH3:24])[CH3:23])[CH:19]([CH3:21])C.C([O-])(O)=[O:26].[Na+], predict the reaction product. The product is: [F:1][C:2]([F:15])([F:14])[S:3]([N:18]1[CH:19]=[CH:21][CH:24]=[C:22]1[CH:23]=[O:26])(=[O:5])=[O:4]. (3) Given the reactants C([O-])([O-])=O.[Cs+].[Cs+].[CH2:7]([O:9][C:10]([C:12]1[C:13](OS(C(F)(F)F)(=O)=O)=[N:14][C:15]2[C:20]([C:21]=1[CH3:22])=[CH:19][CH:18]=[C:17]([C:23]([F:26])([F:25])[F:24])[CH:16]=2)=[O:11])[CH3:8].[CH:35](/B(O)O)=[CH:36]\[CH3:37].C(O)C.C1(C)C=CC=CC=1, predict the reaction product. The product is: [CH2:7]([O:9][C:10]([C:12]1[C:13](/[CH:35]=[CH:36]/[CH3:37])=[N:14][C:15]2[C:20]([C:21]=1[CH3:22])=[CH:19][CH:18]=[C:17]([C:23]([F:26])([F:25])[F:24])[CH:16]=2)=[O:11])[CH3:8].